From a dataset of Full USPTO retrosynthesis dataset with 1.9M reactions from patents (1976-2016). Predict the reactants needed to synthesize the given product. (1) Given the product [Br:1][C:2]1[CH:7]=[C:6]([F:8])[CH:5]=[CH:4][C:3]=1[CH:9]1[C:14]([C:15]([O:17][CH2:18][CH3:19])=[O:16])=[C:13]([CH2:20][Br:33])[NH:12][C:11]([C:21]2[S:22][CH:23]=[N:24][N:25]=2)=[N:10]1, predict the reactants needed to synthesize it. The reactants are: [Br:1][C:2]1[CH:7]=[C:6]([F:8])[CH:5]=[CH:4][C:3]=1[CH:9]1[C:14]([C:15]([O:17][CH2:18][CH3:19])=[O:16])=[C:13]([CH3:20])[NH:12][C:11]([C:21]2[S:22][CH:23]=[N:24][N:25]=2)=[N:10]1.C1C(=O)N([Br:33])C(=O)C1. (2) The reactants are: Cl[C:2]1[CH:7]=[C:6]([O:8][CH3:9])[CH:5]=[CH:4][N:3]=1.[F:10][C:11]1[CH:16]=[CH:15][C:14]([N+:17]([O-:19])=[O:18])=[CH:13][C:12]=1B1OC(C)(C)C(C)(C)O1. Given the product [F:10][C:11]1[CH:16]=[CH:15][C:14]([N+:17]([O-:19])=[O:18])=[CH:13][C:12]=1[C:2]1[CH:7]=[C:6]([O:8][CH3:9])[CH:5]=[CH:4][N:3]=1, predict the reactants needed to synthesize it.